The task is: Regression. Given two drug SMILES strings and cell line genomic features, predict the synergy score measuring deviation from expected non-interaction effect.. This data is from NCI-60 drug combinations with 297,098 pairs across 59 cell lines. (1) Drug 1: CN(CC1=CN=C2C(=N1)C(=NC(=N2)N)N)C3=CC=C(C=C3)C(=O)NC(CCC(=O)O)C(=O)O. Drug 2: CC1=CC=C(C=C1)C2=CC(=NN2C3=CC=C(C=C3)S(=O)(=O)N)C(F)(F)F. Cell line: OVCAR-8. Synergy scores: CSS=42.7, Synergy_ZIP=3.18, Synergy_Bliss=-2.15, Synergy_Loewe=-30.8, Synergy_HSA=-2.83. (2) Drug 1: CC1CCC2CC(C(=CC=CC=CC(CC(C(=O)C(C(C(=CC(C(=O)CC(OC(=O)C3CCCCN3C(=O)C(=O)C1(O2)O)C(C)CC4CCC(C(C4)OC)O)C)C)O)OC)C)C)C)OC. Drug 2: N.N.Cl[Pt+2]Cl. Cell line: RXF 393. Synergy scores: CSS=31.5, Synergy_ZIP=-1.69, Synergy_Bliss=-0.362, Synergy_Loewe=-0.479, Synergy_HSA=0.922. (3) Drug 1: CC1C(C(=O)NC(C(=O)N2CCCC2C(=O)N(CC(=O)N(C(C(=O)O1)C(C)C)C)C)C(C)C)NC(=O)C3=C4C(=C(C=C3)C)OC5=C(C(=O)C(=C(C5=N4)C(=O)NC6C(OC(=O)C(N(C(=O)CN(C(=O)C7CCCN7C(=O)C(NC6=O)C(C)C)C)C)C(C)C)C)N)C. Drug 2: CC1=C2C(C(=O)C3(C(CC4C(C3C(C(C2(C)C)(CC1OC(=O)C(C(C5=CC=CC=C5)NC(=O)OC(C)(C)C)O)O)OC(=O)C6=CC=CC=C6)(CO4)OC(=O)C)O)C)O. Cell line: SF-539. Synergy scores: CSS=5.52, Synergy_ZIP=0.841, Synergy_Bliss=7.48, Synergy_Loewe=3.39, Synergy_HSA=5.90. (4) Drug 1: CC1OCC2C(O1)C(C(C(O2)OC3C4COC(=O)C4C(C5=CC6=C(C=C35)OCO6)C7=CC(=C(C(=C7)OC)O)OC)O)O. Drug 2: CS(=O)(=O)CCNCC1=CC=C(O1)C2=CC3=C(C=C2)N=CN=C3NC4=CC(=C(C=C4)OCC5=CC(=CC=C5)F)Cl. Cell line: SK-OV-3. Synergy scores: CSS=10.4, Synergy_ZIP=-4.91, Synergy_Bliss=0.150, Synergy_Loewe=-1.09, Synergy_HSA=2.59. (5) Drug 1: C1=NC2=C(N1)C(=S)N=CN2. Drug 2: C1CNP(=O)(OC1)N(CCCl)CCCl. Cell line: U251. Synergy scores: CSS=38.7, Synergy_ZIP=5.23, Synergy_Bliss=5.75, Synergy_Loewe=6.35, Synergy_HSA=6.27. (6) Drug 1: C1CN(CCN1C(=O)CCBr)C(=O)CCBr. Drug 2: C1CNP(=O)(OC1)N(CCCl)CCCl. Cell line: EKVX. Synergy scores: CSS=10.0, Synergy_ZIP=-3.71, Synergy_Bliss=0.582, Synergy_Loewe=-8.29, Synergy_HSA=1.01. (7) Drug 1: C1CN(CCN1C(=O)CCBr)C(=O)CCBr. Drug 2: CC12CCC3C(C1CCC2OP(=O)(O)O)CCC4=C3C=CC(=C4)OC(=O)N(CCCl)CCCl.[Na+]. Cell line: HCT-15. Synergy scores: CSS=39.1, Synergy_ZIP=6.17, Synergy_Bliss=6.87, Synergy_Loewe=-0.133, Synergy_HSA=1.91. (8) Synergy scores: CSS=20.4, Synergy_ZIP=-2.76, Synergy_Bliss=0.811, Synergy_Loewe=-5.77, Synergy_HSA=-3.49. Drug 1: C1CCN(CC1)CCOC2=CC=C(C=C2)C(=O)C3=C(SC4=C3C=CC(=C4)O)C5=CC=C(C=C5)O. Cell line: SW-620. Drug 2: C(=O)(N)NO. (9) Drug 1: CN1C2=C(C=C(C=C2)N(CCCl)CCCl)N=C1CCCC(=O)O.Cl. Drug 2: C#CCC(CC1=CN=C2C(=N1)C(=NC(=N2)N)N)C3=CC=C(C=C3)C(=O)NC(CCC(=O)O)C(=O)O. Cell line: LOX IMVI. Synergy scores: CSS=45.0, Synergy_ZIP=-0.719, Synergy_Bliss=-1.96, Synergy_Loewe=-72.7, Synergy_HSA=-0.667.